Dataset: Forward reaction prediction with 1.9M reactions from USPTO patents (1976-2016). Task: Predict the product of the given reaction. Given the reactants [CH3:1][N:2]([CH3:29])[CH2:3]/[CH:4]=[CH:5]/[C:6](NC1C=CC=C(NC2C=C(NC3C=CC=CC=3)N=CN=2)N=1)=[O:7].C(#N)C.Cl.CN(/C(=C\C)/C(O)=O)C.C(Cl)(=O)C([Cl:46])=O, predict the reaction product. The product is: [CH3:1][N:2]([CH2:3]/[CH:4]=[CH:5]/[C:6]([Cl:46])=[O:7])[CH3:29].